This data is from Forward reaction prediction with 1.9M reactions from USPTO patents (1976-2016). The task is: Predict the product of the given reaction. Given the reactants [OH-].[K+].[F:3][C:4]1[CH:11]=[CH:10][C:7]([CH:8]=O)=[CH:6][CH:5]=1.[C:12]1(=[O:18])[CH2:17][CH2:16][CH2:15][CH2:14][CH2:13]1.Cl, predict the reaction product. The product is: [F:3][C:4]1[CH:11]=[CH:10][C:7]([CH:8]=[C:13]2[CH2:14][CH2:15][CH2:16][CH2:17][C:12]2=[O:18])=[CH:6][CH:5]=1.